From a dataset of Forward reaction prediction with 1.9M reactions from USPTO patents (1976-2016). Predict the product of the given reaction. (1) Given the reactants C([N:8]1[CH2:13][CH2:12][CH:11]([C:14]2([C:19]3[N:23]([CH3:24])[C:22]([C:25]4[CH:30]=[CH:29][CH:28]=[CH:27][C:26]=4[Cl:31])=[N:21][N:20]=3)[CH2:18][CH2:17][CH2:16][CH2:15]2)[CH2:10][CH2:9]1)C1C=CC=CC=1.C(Cl)(=O)OC(Cl)C, predict the reaction product. The product is: [Cl:31][C:26]1[CH:27]=[CH:28][CH:29]=[CH:30][C:25]=1[C:22]1[N:23]([CH3:24])[C:19]([C:14]2([CH:11]3[CH2:10][CH2:9][NH:8][CH2:13][CH2:12]3)[CH2:15][CH2:16][CH2:17][CH2:18]2)=[N:20][N:21]=1. (2) Given the reactants [CH2:1]([O:3][C:4]1[C:8]([CH2:9][CH2:10][CH2:11][OH:12])=[CH:7][N:6]([C:13]2[CH:18]=[CH:17][C:16]([C:19]([F:22])([F:21])[F:20])=[CH:15][CH:14]=2)[N:5]=1)[CH3:2].O[C:24]1[CH:29]=[CH:28][C:27]([CH2:30][CH2:31][C:32]([O:34]CC)=[O:33])=[CH:26][C:25]=1[O:37][CH3:38].C(P(CCCC)CCCC)CCC.N(C(N1CCCCC1)=O)=NC(N1CCCCC1)=O, predict the reaction product. The product is: [CH2:1]([O:3][C:4]1[C:8]([CH2:9][CH2:10][CH2:11][O:12][C:24]2[CH:29]=[CH:28][C:27]([CH2:30][CH2:31][C:32]([OH:34])=[O:33])=[CH:26][C:25]=2[O:37][CH3:38])=[CH:7][N:6]([C:13]2[CH:18]=[CH:17][C:16]([C:19]([F:21])([F:22])[F:20])=[CH:15][CH:14]=2)[N:5]=1)[CH3:2]. (3) Given the reactants [I:1][C:2]1[CH:7]=[CH:6][N:5]([C:8]2[CH:13]=[CH:12][CH:11]=[CH:10][CH:9]=2)[C:4](=[O:14])[C:3]=1[C:15]([O:17]C)=[O:16].O.[OH-].[Na+], predict the reaction product. The product is: [I:1][C:2]1[CH:7]=[CH:6][N:5]([C:8]2[CH:13]=[CH:12][CH:11]=[CH:10][CH:9]=2)[C:4](=[O:14])[C:3]=1[C:15]([OH:17])=[O:16]. (4) Given the reactants C[O-].[Na+].C([O:12][CH2:13][C@H:14]1[CH2:18][N:17]([C:19]([O:21][C:22]([CH3:25])([CH3:24])[CH3:23])=[O:20])[CH2:16][C@@H:15]1[O:26][Si:27]([C:30]([CH3:33])([CH3:32])[CH3:31])([CH3:29])[CH3:28])(=O)C1C=CC=CC=1, predict the reaction product. The product is: [Si:27]([O:26][C@@H:15]1[C@@H:14]([CH2:13][OH:12])[CH2:18][N:17]([C:19]([O:21][C:22]([CH3:25])([CH3:24])[CH3:23])=[O:20])[CH2:16]1)([C:30]([CH3:33])([CH3:32])[CH3:31])([CH3:29])[CH3:28]. (5) Given the reactants Br[C:2]1[CH:27]=[CH:26][C:5]([CH2:6][O:7][CH2:8][C@@H:9]2[CH2:11][C@@H:10]2[CH:12]2[CH2:17][CH2:16][N:15]([C:18]3[N:23]=[CH:22][C:21]([CH2:24][CH3:25])=[CH:20][N:19]=3)[CH2:14][CH2:13]2)=[CH:4][CH:3]=1.CC(P(C(C)(C)C)C1C(C2C=CC=CC=2)=CC=CC=1)(C)C.CC([O-])(C)C.[Na+].C(=[NH:68])(C1C=CC=CC=1)C1C=CC=CC=1.C([O-])(=O)C.[Na+].Cl.NO, predict the reaction product. The product is: [CH2:24]([C:21]1[CH:20]=[N:19][C:18]([N:15]2[CH2:16][CH2:17][CH:12]([C@H:10]3[CH2:11][C@H:9]3[CH2:8][O:7][CH2:6][C:5]3[CH:26]=[CH:27][C:2]([NH2:68])=[CH:3][CH:4]=3)[CH2:13][CH2:14]2)=[N:23][CH:22]=1)[CH3:25]. (6) Given the reactants C1(P(C2CCCCC2)C2CCCCC2)CCCCC1.CCCCCC[CH2:26][CH2:27][CH2:28][CH2:29][CH2:30][CH2:31][CH3:32].CN(C)CCO[C:38]1[CH:47]=[CH:46][C:45]2[CH2:44][CH2:43][CH2:42][CH2:41][C:40]=2[CH:39]=1.C(OCOCC)C.C1(C)C(C2C(C)=CC=CC=2)=CC=CC=1.CC1C=CC(O)=CC=1, predict the reaction product. The product is: [CH3:32][C:31]1[CH:26]=[CH:27][C:28]([C:38]2[CH:39]=[C:40]3[C:45](=[CH:46][CH:47]=2)[CH2:44][CH2:43][CH2:42][CH2:41]3)=[CH:29][CH:30]=1. (7) Given the reactants [C:1]([N:4]1[C@@H:10]([CH3:11])[C@H:9]([NH:12]C(=O)OC(C)(C)C)[C:8](=[O:20])[N:7]([CH2:21][C:22]2[C:31]3[C:26](=[CH:27][CH:28]=[CH:29][CH:30]=3)[CH:25]=[CH:24][C:23]=2[CH3:32])[C:6]2[CH:33]=[CH:34][C:35]([C:37]#[N:38])=[CH:36][C:5]1=2)(=[O:3])[CH3:2].[ClH:39], predict the reaction product. The product is: [ClH:39].[C:1]([N:4]1[C@@H:10]([CH3:11])[C@H:9]([NH2:12])[C:8](=[O:20])[N:7]([CH2:21][C:22]2[C:31]3[C:26](=[CH:27][CH:28]=[CH:29][CH:30]=3)[CH:25]=[CH:24][C:23]=2[CH3:32])[C:6]2[CH:33]=[CH:34][C:35]([C:37]#[N:38])=[CH:36][C:5]1=2)(=[O:3])[CH3:2]. (8) Given the reactants C(OC([N:8]([C@H:10]1[CH2:14][CH2:13][N:12]([S:15]([C:18]2[C:19]3[C:20]([Br:29])=[CH:21][N:22]=[C:23]([Cl:28])[C:24]=3[CH:25]=[CH:26][CH:27]=2)(=[O:17])=[O:16])[CH2:11]1)[CH3:9])=O)(C)(C)C.C(OC([NH:37][C@H]1CCN(S(C2C3C(Cl)=CN=C(Cl)C=3C=CC=2)(=O)=O)C1)=O)(C)(C)C, predict the reaction product. The product is: [NH2:37][C:23]1[C:24]2[CH:25]=[CH:26][CH:27]=[C:18]([S:15]([N:12]3[CH2:13][CH2:14][C@H:10]([NH:8][CH3:9])[CH2:11]3)(=[O:17])=[O:16])[C:19]=2[C:20]([Br:29])=[CH:21][N:22]=1.[ClH:28]. (9) Given the reactants C([O:8][C:9]([CH:11]1[CH2:15][CH2:14][CH2:13][N:12]1[CH2:16][CH3:17])=[O:10])C1C=CC=CC=1, predict the reaction product. The product is: [CH2:16]([N:12]1[CH2:13][CH2:14][CH2:15][C@H:11]1[C:9]([OH:10])=[O:8])[CH3:17].